From a dataset of Reaction yield outcomes from USPTO patents with 853,638 reactions. Predict the reaction yield, written as a fraction of the theoretical maximum amount of product (1.0 means a 100% yield; for example, 0.34 means a 34% yield). (1) The reactants are Br[C:2]1[CH:7]=[C:6]([N+:8]([O-:10])=[O:9])[CH:5]=[CH:4][C:3]=1[NH:11][C:12]([CH3:15])([CH3:14])[CH3:13].[C:16]([Si:18]([CH3:21])([CH3:20])[CH3:19])#[CH:17].N#N. The catalyst is CCN(CC)CC.Cl[Pd](Cl)([P](C1C=CC=CC=1)(C1C=CC=CC=1)C1C=CC=CC=1)[P](C1C=CC=CC=1)(C1C=CC=CC=1)C1C=CC=CC=1.[Cu]I. The product is [C:12]([NH:11][C:3]1[CH:4]=[CH:5][C:6]([N+:8]([O-:10])=[O:9])=[CH:7][C:2]=1[C:17]#[C:16][Si:18]([CH3:21])([CH3:20])[CH3:19])([CH3:15])([CH3:14])[CH3:13]. The yield is 0.160. (2) The reactants are [N+:1]([C:4]1[CH:9]=[CH:8][C:7]([N:10]2[CH2:19][CH2:18][C:13]3([O:17][CH2:16][CH2:15][O:14]3)[CH2:12][CH2:11]2)=[CH:6][CH:5]=1)([O-])=O.[H][H]. The catalyst is C(O)C.C(Cl)Cl.[Pd]. The product is [O:14]1[C:13]2([CH2:18][CH2:19][N:10]([C:7]3[CH:8]=[CH:9][C:4]([NH2:1])=[CH:5][CH:6]=3)[CH2:11][CH2:12]2)[O:17][CH2:16][CH2:15]1. The yield is 0.900. (3) The reactants are [Cl:1][C:2]1[CH:3]=[C:4]2[C:8](=[CH:9][CH:10]=1)[NH:7][CH:6]=[C:5]2[CH2:11][CH2:12][NH:13][C:14](=[O:23])[C:15]1[CH:20]=[CH:19][CH:18]=[C:17]([CH2:21]Cl)[CH:16]=1.B(O)(O)[C:25]1[CH:26]=[CH:27][C:28]([CH3:31])=[CH:29][CH:30]=1.C(=O)([O-])[O-].[Na+].[Na+].[I-].[Na+]. The catalyst is C(COC)OC.O.C1C=CC([P]([Pd]([P](C2C=CC=CC=2)(C2C=CC=CC=2)C2C=CC=CC=2)([P](C2C=CC=CC=2)(C2C=CC=CC=2)C2C=CC=CC=2)[P](C2C=CC=CC=2)(C2C=CC=CC=2)C2C=CC=CC=2)(C2C=CC=CC=2)C2C=CC=CC=2)=CC=1. The product is [Cl:1][C:2]1[CH:3]=[C:4]2[C:8](=[CH:9][CH:10]=1)[NH:7][CH:6]=[C:5]2[CH2:11][CH2:12][NH:13][C:14](=[O:23])[C:15]1[CH:20]=[CH:19][CH:18]=[C:17]([CH2:21][C:25]2[CH:30]=[CH:29][C:28]([CH3:31])=[CH:27][CH:26]=2)[CH:16]=1. The yield is 0.530. (4) The reactants are [Br:1][C:2]1[CH:7]=[CH:6][C:5]([NH:8][C:9]2[C:10]([C:19]([NH:21][O:22][CH2:23][CH:24]3[CH2:28][O:27]C(C)(C)[O:25]3)=[O:20])=[CH:11][C:12]3[O:16][CH:15]=[N:14][C:13]=3[C:17]=2[F:18])=[C:4]([Cl:31])[CH:3]=1.FC(F)(F)C(O)=O. The catalyst is C(Cl)Cl. The product is [Br:1][C:2]1[CH:7]=[CH:6][C:5]([NH:8][C:9]2[C:10]([C:19]([NH:21][O:22][CH2:23][CH:24]([OH:25])[CH2:28][OH:27])=[O:20])=[CH:11][C:12]3[O:16][CH:15]=[N:14][C:13]=3[C:17]=2[F:18])=[C:4]([Cl:31])[CH:3]=1. The yield is 0.447. (5) The reactants are C([N:8]1[CH2:15][CH:14]2[CH2:16][CH:10]([CH2:11][N:12]([C:17]3[N:18]=[N:19][N:20]([CH2:22][CH3:23])[N:21]=3)[CH2:13]2)[CH2:9]1)C1C=CC=CC=1. The catalyst is C(O)C.[Pd]. The product is [CH2:22]([N:20]1[N:19]=[N:18][C:17]([N:12]2[CH2:11][CH:10]3[CH2:16][CH:14]([CH2:15][NH:8][CH2:9]3)[CH2:13]2)=[N:21]1)[CH3:23]. The yield is 0.560. (6) The product is [Br:28][C:25]1[CH:26]=[CH:27][C:22]([NH:21][C:20]2[C:5]([C:3]([OH:4])=[O:2])=[CH:6][C:7]3[N:11]([CH2:12][CH:13]4[CH2:18][CH2:17][CH2:16][CH2:15][O:14]4)[CH:10]=[N:9][C:8]=3[C:19]=2[F:30])=[C:23]([Cl:29])[CH:24]=1. The reactants are C[O:2][C:3]([C:5]1[C:20]([NH:21][C:22]2[CH:27]=[CH:26][C:25]([Br:28])=[CH:24][C:23]=2[Cl:29])=[C:19]([F:30])[C:8]2[N:9]=[CH:10][N:11]([CH2:12][CH:13]3[CH2:18][CH2:17][CH2:16][CH2:15][O:14]3)[C:7]=2[CH:6]=1)=[O:4].O1CCCC1.O.[Li+].[OH-]. The catalyst is O.Cl.C(OCC)(=O)C.O1CCCC1. The yield is 1.00. (7) The reactants are [C:1]([O:5][C:6]([NH:8][C@@H:9]([CH2:42][C:43]1[CH:48]=[CH:47][CH:46]=[CH:45][CH:44]=1)[CH2:10][C@@H:11]1[O:15][C:14]([CH3:17])([CH3:16])[N:13]([C:18]([O:20][CH2:21][C:22]2[CH:27]=[CH:26][CH:25]=[CH:24][CH:23]=2)=[O:19])[C@H:12]1[CH2:28][C:29]1[CH:34]=[CH:33][C:32](OC(=O)C(F)(F)F)=[CH:31][CH:30]=1)=[O:7])([CH3:4])([CH3:3])[CH3:2].[Li+].[Cl-].[CH3:51][C:52]1[CH:57]=[CH:56][C:55]([Sn](CCCC)(CCCC)CCCC)=[CH:54][N:53]=1. The catalyst is CN(C=O)C.Cl[Pd](Cl)([P](C1C=CC=CC=1)(C1C=CC=CC=1)C1C=CC=CC=1)[P](C1C=CC=CC=1)(C1C=CC=CC=1)C1C=CC=CC=1. The product is [C:1]([O:5][C:6]([NH:8][C@@H:9]([CH2:42][C:43]1[CH:44]=[CH:45][CH:46]=[CH:47][CH:48]=1)[CH2:10][C@@H:11]1[O:15][C:14]([CH3:17])([CH3:16])[N:13]([C:18]([O:20][CH2:21][C:22]2[CH:27]=[CH:26][CH:25]=[CH:24][CH:23]=2)=[O:19])[C@H:12]1[CH2:28][C:29]1[CH:34]=[CH:33][C:32]([C:55]2[CH:54]=[N:53][C:52]([CH3:51])=[CH:57][CH:56]=2)=[CH:31][CH:30]=1)=[O:7])([CH3:4])([CH3:3])[CH3:2]. The yield is 0.840. (8) The reactants are [NH:1]1[CH2:6][CH2:5][CH2:4][CH2:3][CH2:2]1.[F:7][C:8]1[CH:15]=[CH:14][C:11]([CH:12]=O)=[CH:10][CH:9]=1.[C:16]([C:20]1[CH:25]=[C:24]([C:26]([CH3:29])([CH3:28])[CH3:27])[CH:23]=[CH:22][C:21]=1[OH:30])([CH3:19])([CH3:18])[CH3:17]. The catalyst is C1(C)C=CC=CC=1. The product is [C:16]([C:20]1[CH:25]=[C:24]([C:26]([CH3:29])([CH3:28])[CH3:27])[CH:23]=[C:22]([CH:12]([C:11]2[CH:14]=[CH:15][C:8]([F:7])=[CH:9][CH:10]=2)[N:1]2[CH2:6][CH2:5][CH2:4][CH2:3][CH2:2]2)[C:21]=1[OH:30])([CH3:19])([CH3:18])[CH3:17]. The yield is 0.910. (9) The reactants are O1CCCCC1[N:7]1[C:15]2[C:10](=[CH:11][C:12]([C:16]3[N:20]=[CH:19][N:18](C(C4C=CC=CC=4)(C4C=CC=CC=4)C4C=CC=CC=4)[N:17]=3)=[CH:13][CH:14]=2)[C:9]([C:40]2[CH:41]=[C:42]([CH:47]=[CH:48][CH:49]=2)[C:43](OC)=[O:44])=[N:8]1.[OH-].[Li+].ON1C2C=CC=CC=2N=N1.[CH:62]1([NH2:67])[CH2:66][CH2:65][CH2:64][CH2:63]1.Cl.C(N=C=NCCCN(C)C)C.Cl. The catalyst is O1CCCC1.O.O1CCOCC1. The product is [NH:18]1[CH:19]=[N:20][C:16]([C:12]2[CH:11]=[C:10]3[C:15](=[CH:14][CH:13]=2)[NH:7][N:8]=[C:9]3[C:40]2[CH:41]=[C:42]([C:43]([NH:67][CH:62]3[CH2:66][CH2:65][CH2:64][CH2:63]3)=[O:44])[CH:47]=[CH:48][CH:49]=2)=[N:17]1. The yield is 0.0500.